Dataset: Full USPTO retrosynthesis dataset with 1.9M reactions from patents (1976-2016). Task: Predict the reactants needed to synthesize the given product. (1) Given the product [Br:1][C:2]1[CH:3]=[C:4]([C:8]2[C:17]([C:18]3[CH:19]=[CH:20][N:33]=[C:31]([NH:30][CH:27]4[CH2:29][CH2:28]4)[N:32]=3)=[C:11]3[CH:12]=[CH:13][CH:14]=[C:15]([Cl:16])[N:10]3[N:9]=2)[CH:5]=[CH:6][CH:7]=1, predict the reactants needed to synthesize it. The reactants are: [Br:1][C:2]1[CH:3]=[C:4]([C:8]2[C:17]([C:18](=O)[C:19]#[CH:20])=[C:11]3[CH:12]=[CH:13][CH:14]=[C:15]([Cl:16])[N:10]3[N:9]=2)[CH:5]=[CH:6][CH:7]=1.S(O)(O)(=O)=O.[CH:27]1([NH:30][C:31]([NH2:33])=[NH:32])[CH2:29][CH2:28]1.[O-]CC.[Na+]. (2) Given the product [N+:1]([C:4]1[CH:5]=[C:6]([CH2:7][NH2:9])[CH:10]=[CH:11][CH:12]=1)([O-:3])=[O:2], predict the reactants needed to synthesize it. The reactants are: [N+:1]([C:4]1[CH:5]=[C:6]([CH:10]=[CH:11][CH:12]=1)[C:7]([NH2:9])=O)([O-:3])=[O:2].[H-].[H-].[H-].[H-].[Li+].[Al+3]. (3) The reactants are: Cl[C:2]1[N:3]=[C:4]([NH:18][CH3:19])[C:5]2[N:6]=[C:7]([NH:14][CH2:15][CH2:16][CH3:17])[N:8]=[C:9]([NH:12][CH3:13])[C:10]=2[N:11]=1.[OH:20][CH2:21][CH2:22][NH:23][CH3:24].C([O-])(O)=O.[Na+]. Given the product [CH3:19][NH:18][C:4]1[C:5]2[N:6]=[C:7]([NH:14][CH2:15][CH2:16][CH3:17])[N:8]=[C:9]([NH:12][CH3:13])[C:10]=2[N:11]=[C:2]([N:23]([CH3:24])[CH2:22][CH2:21][OH:20])[N:3]=1, predict the reactants needed to synthesize it. (4) Given the product [CH3:1][O:2][C:3]([C:5]1[CH:9]=[CH:8][S:7][C:6]=1[NH:10][C:11]([C:13]1[CH:17]=[CH:16][N:15]([C:24]([C:20]2[S:21][CH:22]=[CH:23][C:19]=2[CH3:18])=[O:25])[N:14]=1)=[O:12])=[O:4], predict the reactants needed to synthesize it. The reactants are: [CH3:1][O:2][C:3]([C:5]1[CH:9]=[CH:8][S:7][C:6]=1[NH:10][C:11]([C:13]1[CH:17]=[CH:16][NH:15][N:14]=1)=[O:12])=[O:4].[CH3:18][C:19]1[CH:23]=[CH:22][S:21][C:20]=1[C:24](Cl)=[O:25].